Dataset: Full USPTO retrosynthesis dataset with 1.9M reactions from patents (1976-2016). Task: Predict the reactants needed to synthesize the given product. (1) Given the product [C:27]([CH2:28][NH:29][C:19](=[O:20])[C@@H:18]([NH:17][C@@H:8]([C:5]1[CH:4]=[CH:3][C:2]([Br:1])=[CH:7][CH:6]=1)[C:9]1[CH:14]=[CH:13][C:12]([F:15])=[CH:11][C:10]=1[F:16])[CH2:22][CH:23]([CH3:24])[CH3:25])#[N:26], predict the reactants needed to synthesize it. The reactants are: [Br:1][C:2]1[CH:7]=[CH:6][C:5]([C@H:8]([NH:17][C@@H:18]([CH2:22][CH:23]([CH3:25])[CH3:24])[C:19](O)=[O:20])[C:9]2[CH:14]=[CH:13][C:12]([F:15])=[CH:11][C:10]=2[F:16])=[CH:4][CH:3]=1.[NH2:26][CH2:27][C:28]#[N:29]. (2) Given the product [C:1]([O:5][C:6]([N:8]1[CH2:13][CH2:12][N:11]([S:14]([C:17]2[S:21][C:20]3[CH:22]=[C:23]([Cl:26])[CH:24]=[CH:25][C:19]=3[CH:18]=2)(=[O:16])=[O:15])[CH2:10][CH:9]1[C:27]([OH:29])=[O:28])=[O:7])([CH3:4])([CH3:2])[CH3:3], predict the reactants needed to synthesize it. The reactants are: [C:1]([O:5][C:6]([N:8]1[CH2:13][CH2:12][N:11]([S:14]([C:17]2[S:21][C:20]3[CH:22]=[C:23]([Cl:26])[CH:24]=[CH:25][C:19]=3[CH:18]=2)(=[O:16])=[O:15])[CH2:10][CH:9]1[C:27]([O:29]CC)=[O:28])=[O:7])([CH3:4])([CH3:3])[CH3:2].C(O)C.[OH-].[Na+]. (3) Given the product [CH2:19]([N:18]1[C:14]([C:12](=[O:11])[NH:8][CH2:7][CH:4]2[CH2:5][CH2:6][O:1][CH2:2][CH2:3]2)=[C:15]([CH2:21][N:22]2[CH2:23][CH:24]3[CH2:29][N:28]([C:30]([O:32][CH:33]([C:38]([F:40])([F:41])[F:39])[C:34]([F:35])([F:36])[F:37])=[O:31])[CH2:27][CH:25]3[CH2:26]2)[CH:16]=[N:17]1)[CH3:20], predict the reactants needed to synthesize it. The reactants are: [O:1]1[CH2:6][CH2:5][CH:4]([CH2:7][NH2:8])[CH2:3][CH2:2]1.C([O:11][C:12]([C:14]1[N:18]([CH2:19][CH3:20])[N:17]=[CH:16][C:15]=1[CH2:21][N:22]1[CH2:26][CH:25]2[CH2:27][N:28]([C:30]([O:32][CH:33]([C:38]([F:41])([F:40])[F:39])[C:34]([F:37])([F:36])[F:35])=[O:31])[CH2:29][CH:24]2[CH2:23]1)=O)C. (4) The reactants are: [Cl:1][C:2]1[CH:3]=[C:4]([NH2:14])[C:5](=[CH:9][C:10]=1[N+:11]([O-:13])=[O:12])[C:6]([OH:8])=O.C([O-])([O-])OC.C([O-])(=O)C.[NH4+:24].[CH3:25]O. Given the product [N+:11]([C:10]1[CH:9]=[C:5]2[C:4](=[CH:3][C:2]=1[Cl:1])[N:14]=[CH:25][NH:24][C:6]2=[O:8])([O-:13])=[O:12], predict the reactants needed to synthesize it. (5) The reactants are: [CH2:1]([O:3][C:4](=[O:23])[CH2:5][NH:6][CH2:7][CH2:8][NH:9][S:10]([C:13]1[CH:18]=[CH:17][C:16]([Cl:19])=[CH:15][C:14]=1[N+:20]([O-:22])=[O:21])(=[O:12])=[O:11])[CH3:2].[N:24]1([CH2:33][C:34](O)=[O:35])[CH:32]=[C:30]([CH3:31])[C:28](=[O:29])[NH:27][C:25]1=[O:26]. Given the product [CH2:1]([O:3][C:4](=[O:23])[CH2:5][N:6]([CH2:7][CH2:8][NH:9][S:10]([C:13]1[CH:18]=[CH:17][C:16]([Cl:19])=[CH:15][C:14]=1[N+:20]([O-:22])=[O:21])(=[O:12])=[O:11])[C:34](=[O:35])[CH2:33][N:24]1[CH:32]=[C:30]([CH3:31])[C:28](=[O:29])[NH:27][C:25]1=[O:26])[CH3:2], predict the reactants needed to synthesize it.